This data is from Catalyst prediction with 721,799 reactions and 888 catalyst types from USPTO. The task is: Predict which catalyst facilitates the given reaction. Reactant: [C:1]([O:5][C:6](=[O:22])[NH:7][CH:8]([C:11]1[CH:16]=[CH:15][C:14]([O:17][C:18]([F:21])([F:20])[F:19])=[CH:13][CH:12]=1)[CH2:9][OH:10])([CH3:4])([CH3:3])[CH3:2].[F:23][C:24]([F:32])(S(F)(=O)=O)C(O)=O.[Cl-].[NH4+]. Product: [C:1]([O:5][C:6](=[O:22])[NH:7][CH:8]([C:11]1[CH:12]=[CH:13][C:14]([O:17][C:18]([F:20])([F:21])[F:19])=[CH:15][CH:16]=1)[CH2:9][O:10][CH:24]([F:32])[F:23])([CH3:4])([CH3:2])[CH3:3]. The catalyst class is: 767.